From a dataset of Reaction yield outcomes from USPTO patents with 853,638 reactions. Predict the reaction yield, written as a fraction of the theoretical maximum amount of product (1.0 means a 100% yield; for example, 0.34 means a 34% yield). The reactants are [Cl:1][C:2]1[CH:7]=[CH:6][CH:5]=[C:4]([N+:8]([O-:10])=[O:9])[C:3]=1Cl.[C:12]([O:16][C:17]([N:19]1[CH2:24][CH2:23][NH:22][CH2:21][CH2:20]1)=[O:18])([CH3:15])([CH3:14])[CH3:13].C([O-])([O-])=O.[K+].[K+]. The catalyst is C(#N)C. The product is [C:12]([O:16][C:17]([N:19]1[CH2:24][CH2:23][N:22]([C:3]2[C:4]([N+:8]([O-:10])=[O:9])=[CH:5][CH:6]=[CH:7][C:2]=2[Cl:1])[CH2:21][CH2:20]1)=[O:18])([CH3:15])([CH3:13])[CH3:14]. The yield is 0.700.